This data is from Forward reaction prediction with 1.9M reactions from USPTO patents (1976-2016). The task is: Predict the product of the given reaction. (1) Given the reactants [F:1][C:2]1[CH:3]=[C:4]([CH:32]=[CH:33][C:34]=1[F:35])[CH2:5][O:6][C:7]1[N:12]=[C:11](S(C)(=O)=O)[C:10]([C:17]2[CH:22]=[CH:21][C:20]([Cl:23])=[CH:19][CH:18]=2)=[C:9]([C:24]2[CH:29]=[CH:28][C:27]([Cl:30])=[CH:26][C:25]=2[Cl:31])[N:8]=1.[NH:36]1[CH2:40][CH2:39][CH2:38][CH2:37]1, predict the reaction product. The product is: [F:1][C:2]1[CH:3]=[C:4]([CH:32]=[CH:33][C:34]=1[F:35])[CH2:5][O:6][C:7]1[N:12]=[C:11]([N:36]2[CH2:40][CH2:39][CH2:38][CH2:37]2)[C:10]([C:17]2[CH:22]=[CH:21][C:20]([Cl:23])=[CH:19][CH:18]=2)=[C:9]([C:24]2[CH:29]=[CH:28][C:27]([Cl:30])=[CH:26][C:25]=2[Cl:31])[N:8]=1. (2) Given the reactants [NH:1]([C:3]1[CH:8]=[CH:7][CH:6]=[CH:5][N:4]=1)[NH2:2].CCN(C(C)C)C(C)C.Cl[C:19](=O)[C:20]([O:22][CH2:23][CH3:24])=[O:21].C(P1(=O)OP(CCC)(=O)OP(CCC)(=O)O1)CC, predict the reaction product. The product is: [CH2:23]([O:22][C:20]([C:19]1[N:4]2[CH:5]=[CH:6][CH:7]=[CH:8][C:3]2=[N:1][N:2]=1)=[O:21])[CH3:24]. (3) Given the reactants [C:1]([NH:4][C:5]([CH2:16][C:17](=O)[C:18]1[CH:23]=[CH:22][C:21]([S:24][C:25]2[CH:30]=[CH:29][CH:28]=[CH:27][CH:26]=2)=[CH:20][CH:19]=1)([C:11]([O:13][CH2:14][CH3:15])=[O:12])[C:6]([O:8][CH2:9][CH3:10])=[O:7])(=[O:3])[CH3:2].[SiH](CC)(CC)CC, predict the reaction product. The product is: [C:1]([NH:4][C:5]([CH2:16][CH2:17][C:18]1[CH:23]=[CH:22][C:21]([S:24][C:25]2[CH:26]=[CH:27][CH:28]=[CH:29][CH:30]=2)=[CH:20][CH:19]=1)([C:11]([O:13][CH2:14][CH3:15])=[O:12])[C:6]([O:8][CH2:9][CH3:10])=[O:7])(=[O:3])[CH3:2].